This data is from Peptide-MHC class I binding affinity with 185,985 pairs from IEDB/IMGT. The task is: Regression. Given a peptide amino acid sequence and an MHC pseudo amino acid sequence, predict their binding affinity value. This is MHC class I binding data. (1) The peptide sequence is FVNYNFTLV. The MHC is HLA-A02:06 with pseudo-sequence HLA-A02:06. The binding affinity (normalized) is 0.843. (2) The peptide sequence is RSLYNTIATLY. The MHC is HLA-B15:01 with pseudo-sequence HLA-B15:01. The binding affinity (normalized) is 0.572. (3) The binding affinity (normalized) is 0.0847. The peptide sequence is TMGPHPAGV. The MHC is HLA-A80:01 with pseudo-sequence HLA-A80:01. (4) The peptide sequence is LAAAFLLL. The MHC is H-2-Kb with pseudo-sequence H-2-Kb. The binding affinity (normalized) is 0.126. (5) The peptide sequence is SPRSRNRSF. The MHC is HLA-B38:01 with pseudo-sequence HLA-B38:01. The binding affinity (normalized) is 0.0847.